Predict the reactants needed to synthesize the given product. From a dataset of Full USPTO retrosynthesis dataset with 1.9M reactions from patents (1976-2016). (1) Given the product [NH2:8][C:9]1[CH:10]=[CH:11][C:2]([Br:1])=[CH:3][C:4]=1[C:5](=[O:33])[CH2:14][C:15]1[CH:20]=[CH:19][C:18]([C:21]([CH3:25])([CH3:24])[C:22]#[N:23])=[CH:17][CH:16]=1, predict the reactants needed to synthesize it. The reactants are: [Br:1][C:2]1[CH:11]=[CH:10][C:9]2[N:8]=CC3=NS[C:14]([C:15]4[CH:20]=[CH:19][C:18]([C:21]([CH3:25])([CH3:24])[C:22]#[N:23])=[CH:17][CH:16]=4)=[C:5]3[C:4]=2[CH:3]=1.N1C=CC=C(B(O)[OH:33])C=1.C([O-])([O-])=O.[Na+].[Na+]. (2) Given the product [Br:23][C:22]1[N:21]=[C:20]([C:24]2[CH:25]=[CH:26][C:27](=[O:33])[N:28]([CH:30]([CH3:32])[CH3:31])[N:29]=2)[C:19]([C:34]2[CH:35]=[CH:36][CH:37]=[CH:38][CH:39]=2)=[N:18][C:17]=1[N:16]=[S:7]([CH3:10])[CH3:40], predict the reactants needed to synthesize it. The reactants are: FC(F)(F)S(O[S:7]([C:10](F)(F)F)(=O)=O)(=O)=O.[NH2:16][C:17]1[N:18]=[C:19]([C:34]2[CH:39]=[CH:38][CH:37]=[CH:36][CH:35]=2)[C:20]([C:24]2[CH:25]=[CH:26][C:27](=[O:33])[N:28]([CH:30]([CH3:32])[CH3:31])[N:29]=2)=[N:21][C:22]=1[Br:23].[CH2:40](Cl)Cl. (3) The reactants are: [NH2:1][C:2]1[C:7]([C:8]#[N:9])=[C:6]([C:10]2[N:11]=[C:12](Br)[S:13][CH:14]=2)[C:5]([C:16]#[N:17])=[C:4]([S:18][CH2:19][C:20]2[N:21]=[C:22]([C:25]3[CH:30]=[CH:29][C:28]([Cl:31])=[CH:27][CH:26]=3)[S:23][CH:24]=2)[N:3]=1.[C:32]([Si:36]([CH3:42])([CH3:41])[O:37][CH2:38][C:39]#[CH:40])([CH3:35])([CH3:34])[CH3:33].C(N(CC)CC)C. Given the product [NH2:1][C:2]1[C:7]([C:8]#[N:9])=[C:6]([C:10]2[N:11]=[C:12]([C:40]#[C:39][CH2:38][O:37][Si:36]([C:32]([CH3:35])([CH3:34])[CH3:33])([CH3:41])[CH3:42])[S:13][CH:14]=2)[C:5]([C:16]#[N:17])=[C:4]([S:18][CH2:19][C:20]2[N:21]=[C:22]([C:25]3[CH:30]=[CH:29][C:28]([Cl:31])=[CH:27][CH:26]=3)[S:23][CH:24]=2)[N:3]=1, predict the reactants needed to synthesize it.